Dataset: Forward reaction prediction with 1.9M reactions from USPTO patents (1976-2016). Task: Predict the product of the given reaction. Given the reactants [CH2:1]([O:8][C:9]1[CH:10]=[C:11]([C:16]2[N:21]=[C:20]([C:22]([O:24][CH3:25])=[O:23])[CH:19]=[CH:18][C:17]=2OS(C(F)(F)F)(=O)=O)[CH:12]=[CH:13][C:14]=1[Cl:15])[C:2]1[CH:7]=[CH:6][CH:5]=[CH:4][CH:3]=1.[CH3:34][C:35]1[CH:40]=[CH:39][CH:38]=[CH:37][C:36]=1B(O)O.P([O-])([O-])([O-])=O.[K+].[K+].[K+].O, predict the reaction product. The product is: [CH2:1]([O:8][C:9]1[CH:10]=[C:11]([C:16]2[N:21]=[C:20]([C:22]([O:24][CH3:25])=[O:23])[CH:19]=[CH:18][C:17]=2[C:36]2[CH:37]=[CH:38][CH:39]=[CH:40][C:35]=2[CH3:34])[CH:12]=[CH:13][C:14]=1[Cl:15])[C:2]1[CH:7]=[CH:6][CH:5]=[CH:4][CH:3]=1.